Predict which catalyst facilitates the given reaction. From a dataset of Catalyst prediction with 721,799 reactions and 888 catalyst types from USPTO. (1) Reactant: [F:8][C:7]([F:10])([F:9])[C:6](O[C:6](=[O:11])[C:7]([F:10])([F:9])[F:8])=[O:11].[F:14][C:15]1[CH:45]=[CH:44][C:18]([CH2:19][C:20]2([CH2:33][NH:34][C@@H:35]3[CH2:37][C@H:36]3[C:38]3[CH:43]=[CH:42][CH:41]=[CH:40][CH:39]=3)[CH2:25][CH2:24][N:23]([C:26]([O:28][C:29]([CH3:32])([CH3:31])[CH3:30])=[O:27])[CH2:22][CH2:21]2)=[CH:17][CH:16]=1.C(N(CC)C(C)C)(C)C. Product: [F:14][C:15]1[CH:45]=[CH:44][C:18]([CH2:19][C:20]2([CH2:33][N:34]([C@@H:35]3[CH2:37][C@H:36]3[C:38]3[CH:39]=[CH:40][CH:41]=[CH:42][CH:43]=3)[C:6](=[O:11])[C:7]([F:8])([F:9])[F:10])[CH2:21][CH2:22][N:23]([C:26]([O:28][C:29]([CH3:32])([CH3:30])[CH3:31])=[O:27])[CH2:24][CH2:25]2)=[CH:17][CH:16]=1. The catalyst class is: 158. (2) Reactant: [NH2:1][C:2]1[C:9]([N+:10]([O-:12])=[O:11])=[CH:8][C:5]([C:6]#[N:7])=[CH:4][C:3]=1[CH3:13].[C:14](O[C:14]([O:16][C:17]([CH3:20])([CH3:19])[CH3:18])=[O:15])([O:16][C:17]([CH3:20])([CH3:19])[CH3:18])=[O:15]. Product: [C:6]([C:5]1[CH:8]=[C:9]([N+:10]([O-:12])=[O:11])[C:2]([N:1]([C:14]([O:16][C:17]([CH3:20])([CH3:19])[CH3:18])=[O:15])[C:14]([O:16][C:17]([CH3:20])([CH3:19])[CH3:18])=[O:15])=[C:3]([CH3:13])[CH:4]=1)#[N:7]. The catalyst class is: 630.